From a dataset of Full USPTO retrosynthesis dataset with 1.9M reactions from patents (1976-2016). Predict the reactants needed to synthesize the given product. (1) Given the product [NH2:1][C:2]1[C:11]2[CH:10]=[CH:9][CH:8]=[C:7]([C:22]3[C:21]([F:20])=[CH:26][C:25]([O:27][CH3:28])=[CH:24][C:23]=3[F:29])[C:6]=2[N:5]=[C:4]2[CH2:13][N:14]([CH:17]3[CH2:19][CH2:18]3)[C:15](=[O:16])[C:3]=12, predict the reactants needed to synthesize it. The reactants are: [NH2:1][C:2]1[C:11]2[CH:10]=[CH:9][CH:8]=[C:7](Br)[C:6]=2[N:5]=[C:4]2[CH2:13][N:14]([CH:17]3[CH2:19][CH2:18]3)[C:15](=[O:16])[C:3]=12.[F:20][C:21]1[CH:26]=[C:25]([O:27][CH3:28])[CH:24]=[C:23]([F:29])[C:22]=1B(O)O. (2) Given the product [Cl:13][C:11]1[N:10]([CH3:12])[N:9]=[CH:8][C:7]=1[C:4]1[N:5]=[N:6][N:2]([CH3:1])[N:3]=1, predict the reactants needed to synthesize it. The reactants are: [CH3:1][N:2]1[N:6]=[N:5][C:4]([C:7]2[CH:8]=[N:9][N:10]([CH3:12])[CH:11]=2)=[N:3]1.[Cl:13]N1C(=O)CCC1=O. (3) Given the product [CH3:17][S:18]([O:1][CH2:2][C:3]1[S:7][C:6]([C:8]#[N:9])=[CH:5][CH:4]=1)(=[O:20])=[O:19], predict the reactants needed to synthesize it. The reactants are: [OH:1][CH2:2][C:3]1[S:7][C:6]([C:8]#[N:9])=[CH:5][CH:4]=1.C(N(CC)CC)C.[CH3:17][S:18](Cl)(=[O:20])=[O:19].[Cl-].[NH4+]. (4) Given the product [N:18]1([CH2:2][C:3]([N:5]2[C:14]3[C:9](=[CH:10][CH:11]=[C:12]([N+:15]([O-:17])=[O:16])[CH:13]=3)[CH2:8][CH2:7][CH2:6]2)=[O:4])[CH2:23][CH2:22][O:21][CH2:20][CH2:19]1, predict the reactants needed to synthesize it. The reactants are: Cl[CH2:2][C:3]([N:5]1[C:14]2[C:9](=[CH:10][CH:11]=[C:12]([N+:15]([O-:17])=[O:16])[CH:13]=2)[CH2:8][CH2:7][CH2:6]1)=[O:4].[NH:18]1[CH2:23][CH2:22][O:21][CH2:20][CH2:19]1.